The task is: Binary Classification. Given a miRNA mature sequence and a target amino acid sequence, predict their likelihood of interaction.. This data is from Experimentally validated miRNA-target interactions with 360,000+ pairs, plus equal number of negative samples. (1) The miRNA is hsa-miR-3190-3p with sequence UGUGGAAGGUAGACGGCCAGAGA. The protein sequence of the target gene is MAEVSIDQSKLPGVKEVCRDFAVLEDHTLAHSLQEQEIEHHLASNVQRNRLVQHDLQVAKQLQEEDLKAQAQLQKRYKDLEQQDCEIAQEIQEKLAIEAERRRIQEKKDEDIARLLQEKELQEEKKRKKHFPEFPATRAYADSYYYEDGGMKPRVMKEAVSTPSRMAHRDQEWYDAEIARKLQEEELLATQVDMRAAQVAQDEEIARLLMAEEKKAYKKAKEREKSSLDKRKQDPEWKPKTAKAANSKSKESDEPHHSKNERPARPPPPIMTDGEDADYTHFTNQQSSTRHFSKSESSHK.... Result: 0 (no interaction). (2) The miRNA is hsa-miR-6875-3p with sequence AUUCUUCCUGCCCUGGCUCCAU. The protein sequence of the target gene is MCDGALLPPLVLPVLLLLVWGLDPGTAVGDAAADVEVVLPWRVRPDDVHLPPLPAAPGPRRRRRPRTPPAAPRARPGERALLLHLPAFGRDLYLQLRRDLRFLSRGFEVEEAGAARRRGRPAELCFYSGRVLGHPGSLVSLSACGAAGGLVGLIQLGQEQVLIQPLNNSQGPFSGREHLIRRKWSLTPSPSAEAQRPEQLCKVLTEKKKPTWGRPSRDWRERRNAIRLTSEHTVETLVVADADMVQYHGAEAAQRFILTVMNMVYNMFQHQSLGIKINIQVTKLVLLRQRPAKLSIGHHG.... Result: 1 (interaction). (3) The miRNA is hsa-miR-124-3p with sequence UAAGGCACGCGGUGAAUGCCAA. The protein sequence of the target gene is MSHGTYYECEPRGGQQPLEFSGGRAGPGELGDMCEHEASIDLSAYIESGEEQLLSDLFAVKPAPEARGLKGPGTPAFPHYLPPDPRPFAYPPHTFGPDRKALGPGIYSSPGSYDPRAVAVKEEPRGPEGSRAASRGSYNPLQYQVAHCGQTAMHLPPTLAAPGQPLRVLKAPLATAAPPCSPLLKAPSPAGPLHKGKKAVNKDSLEYRLRRERNNIAVRKSRDKAKRRILETQQKVLEYMAENERLRSRVEQLTQELDTLRNLFRQIPEAANLIKGVGGCS. Result: 1 (interaction). (4) The miRNA is cel-miR-70-3p with sequence UAAUACGUCGUUGGUGUUUCCAU. The protein sequence of the target gene is MGTEAGEGITFSVPPFASVGFCTIPEGGSCRRGGGAATAAEGEPSLQPLLVPPPPPPPGSFWNVESAAAPGTSCPTTAPGSSATRGRGNSGSGGGRRTTVAYVINEASQGQLVVAESEALQSLREACEAVGATLETLHFGKLDFGETAVLDRFYNADIAVVEMSDAFRQPSLFYHLGVRESFSMANNIILYCDTNSDSLQSLKEIICQKNTVCTGNYTFIPYMVTPHNKVYCCDSSFMKGLTELMQPNFELLLGPICLPLVDRFVQLLKVAQASSSQYFRESILSDIRKARNLYTGKELA.... Result: 0 (no interaction). (5) The miRNA is mmu-miR-139-3p with sequence UGGAGACGCGGCCCUGUUGGAG. The protein sequence of the target gene is MCKMAIIPDWLRSHPHTRKFTHSRPHSSPCRVYSRNGSPNKFRSSSTTAVANPTLSSLDVKRILFQKITDRGDELQKAFQLLDTGQNLTVSKSELRRIITDFLMPLTREQFQDVLAQIPLSTSGTVPYLAFLSRFGGIDLYINGIKRGGGNEMNCCRTLRELEIQVGEKVFKNIKTVMKAFELIDVNKTGLVRPQELRRVLETFCMKLRDEEYEKFSKHYNIHKDTAVDYNVFLKNLSINNDLNLRYCMGNQEVSLENQQAKNSKKERLLGSASSEDIWRNYSLDEIERNFCLQLSKSYE.... Result: 0 (no interaction).